From a dataset of Experimentally validated miRNA-target interactions with 360,000+ pairs, plus equal number of negative samples. Binary Classification. Given a miRNA mature sequence and a target amino acid sequence, predict their likelihood of interaction. The protein sequence of the target gene is MPGSDTALTVDRTYSDPGRHHRCKSRVDRHDMNTLSLPLNIRRGGSDTNLNFDVPDGILDFHKVKLNADSLRQKILKVTEQIKIEQTSRDGNVAEYLKLVSSADKQQAGRIKQVFEKKNQKSAHSIAQLQKKLEQYHRKLREIEQNGVTRSSKDISKDSLKEIHHSLKDAHVKSRTAPHCLESSKSSMPGVSLTPPVFVFNKSREFANLIRNKFGSADNIAHLKNSLEEFRPEASPRAYGGSATIVNKPKYGSDDECSSGTSGSADSNGNQSFGAGGTSTLDSQGKIAKIMEELREIKVT.... The miRNA is hsa-miR-2467-5p with sequence UGAGGCUCUGUUAGCCUUGGCUC. Result: 0 (no interaction).